This data is from Peptide-MHC class II binding affinity with 134,281 pairs from IEDB. The task is: Regression. Given a peptide amino acid sequence and an MHC pseudo amino acid sequence, predict their binding affinity value. This is MHC class II binding data. (1) The peptide sequence is LSELPDFLAKKGGEA. The MHC is DRB4_0101 with pseudo-sequence DRB4_0103. The binding affinity (normalized) is 0.0673. (2) The peptide sequence is GGWWLTFGQILGLAQ. The MHC is DRB1_1302 with pseudo-sequence DRB1_1302. The binding affinity (normalized) is 0.175. (3) The peptide sequence is KVPWDQVVMTSLALV. The MHC is HLA-DQA10501-DQB10402 with pseudo-sequence HLA-DQA10501-DQB10402. The binding affinity (normalized) is 0.380. (4) The peptide sequence is KTFEREYPTIKQKKP. The MHC is DRB1_0901 with pseudo-sequence DRB1_0901. The binding affinity (normalized) is 0. (5) The peptide sequence is SQDLELSWNLNGHQAY. The MHC is DRB1_0802 with pseudo-sequence DRB1_0802. The binding affinity (normalized) is 0.389. (6) The peptide sequence is YAKMRSAHTNDVKQL. The MHC is HLA-DPA10103-DPB10401 with pseudo-sequence HLA-DPA10103-DPB10401. The binding affinity (normalized) is 0.244.